This data is from Catalyst prediction with 721,799 reactions and 888 catalyst types from USPTO. The task is: Predict which catalyst facilitates the given reaction. (1) Reactant: [C:1]([O:5][C:6]([NH:8][CH2:9][C:10]1[CH:11]=[C:12]([CH:16]=[C:17]([Cl:20])[C:18]=1[F:19])[C:13](O)=[O:14])=[O:7])([CH3:4])([CH3:3])[CH3:2].[CH3:21][N:22](C(ON1N=NC2C=CC=NC1=2)=[N+](C)C)[CH3:23].F[P-](F)(F)(F)(F)F.CNC.CCN(C(C)C)C(C)C. Product: [C:1]([O:5][C:6](=[O:7])[NH:8][CH2:9][C:10]1[CH:11]=[C:12]([C:13](=[O:14])[N:22]([CH3:23])[CH3:21])[CH:16]=[C:17]([Cl:20])[C:18]=1[F:19])([CH3:4])([CH3:3])[CH3:2]. The catalyst class is: 3. (2) Reactant: [CH3:1][O:2][C:3]1[CH:19]=[CH:18][CH:17]=[CH:16][C:4]=1[CH2:5][C:6]1[O:10][N:9]=[C:8]([C:11]([O:13]CC)=[O:12])[CH:7]=1.C(O)C.[OH-].[Na+]. Product: [CH3:1][O:2][C:3]1[CH:19]=[CH:18][CH:17]=[CH:16][C:4]=1[CH2:5][C:6]1[O:10][N:9]=[C:8]([C:11]([OH:13])=[O:12])[CH:7]=1. The catalyst class is: 6. (3) Reactant: CC(OI1(OC(C)=O)(OC(C)=O)OC(=O)C2C=CC=CC1=2)=O.[CH:23]1[C:35]2[CH:34]([CH2:36][O:37][C:38]([N:40]3[CH:44]=[CH:43][C:42]([NH:45][C:46](=[O:70])[CH:47]([C:49]4([NH:53][C:54](=[O:69])[CH:55]([NH:63][C:64]([O:66][CH2:67][CH3:68])=[O:65])[CH2:56][C:57]5([F:62])[CH2:61][CH2:60][CH2:59][CH2:58]5)[CH2:52][CH2:51][CH2:50]4)[OH:48])=[N:41]3)=[O:39])[C:33]3[C:28](=[CH:29][CH:30]=[CH:31][CH:32]=3)[C:27]=2[CH:26]=[CH:25][CH:24]=1. Product: [CH:23]1[C:35]2[CH:34]([CH2:36][O:37][C:38]([N:40]3[CH:44]=[CH:43][C:42]([NH:45][C:46](=[O:70])[C:47]([C:49]4([NH:53][C:54](=[O:69])[CH:55]([NH:63][C:64]([O:66][CH2:67][CH3:68])=[O:65])[CH2:56][C:57]5([F:62])[CH2:61][CH2:60][CH2:59][CH2:58]5)[CH2:50][CH2:51][CH2:52]4)=[O:48])=[N:41]3)=[O:39])[C:33]3[C:28](=[CH:29][CH:30]=[CH:31][CH:32]=3)[C:27]=2[CH:26]=[CH:25][CH:24]=1. The catalyst class is: 26. (4) Reactant: [Br:1][C:2]1[C:10]2[N:9]=[C:8]([N:11]3[CH2:16][CH2:15][N:14]([C:17]4[C:22]([C:23]([F:26])([F:25])[F:24])=[CH:21][CH:20]=[CH:19][N:18]=4)[CH2:13][CH2:12]3)[NH:7][C:6]=2[CH:5]=[C:4]([C:27]([F:30])([F:29])[F:28])[CH:3]=1.[CH3:31][Si:32]([CH3:39])([CH3:38])[CH2:33][CH2:34][O:35][CH2:36]Cl. Product: [Br:1][C:2]1[C:10]2[N:9]=[C:8]([N:11]3[CH2:12][CH2:13][N:14]([C:17]4[C:22]([C:23]([F:24])([F:25])[F:26])=[CH:21][CH:20]=[CH:19][N:18]=4)[CH2:15][CH2:16]3)[N:7]([CH2:36][O:35][CH2:34][CH2:33][Si:32]([CH3:39])([CH3:38])[CH3:31])[C:6]=2[CH:5]=[C:4]([C:27]([F:30])([F:28])[F:29])[CH:3]=1. The catalyst class is: 2. (5) Reactant: [NH2:1][CH2:2][CH2:3][C:4]1[CH:5]=[C:6]([NH:10][C:11]([NH:13][CH2:14][C:15]2[CH:20]=[CH:19][C:18](F)=[CH:17][CH:16]=2)=[O:12])[CH:7]=[CH:8][CH:9]=1.[C:22](#N)C.C(O[CH:29]([CH3:31])[CH3:30])(C)C. Product: [C:15]12([CH2:14][NH:13][C:11]([NH:10][C:6]3[CH:7]=[CH:8][CH:9]=[C:4]([CH2:3][CH2:2][NH2:1])[CH:5]=3)=[O:12])[CH2:20][CH:19]3[CH2:30][CH:29]([CH2:31][CH:17]([CH2:18]3)[CH2:16]1)[CH2:22]2. The catalyst class is: 28. (6) Reactant: [F:1][C:2]1[CH:3]=[C:4]([C@H:8]2[CH2:12][N:11]([CH2:13][C:14]([F:17])([F:16])[F:15])[CH2:10][C@@H:9]2[NH:18]C(=O)OC(C)(C)C)[CH:5]=[CH:6][CH:7]=1.[ClH:26]. Product: [ClH:26].[F:1][C:2]1[CH:3]=[C:4]([C@H:8]2[CH2:12][N:11]([CH2:13][C:14]([F:15])([F:16])[F:17])[CH2:10][C@@H:9]2[NH2:18])[CH:5]=[CH:6][CH:7]=1. The catalyst class is: 32. (7) The catalyst class is: 193. Reactant: [OH-].[Na+].C[O:4][C:5](=[O:35])[CH:6]([S:8][CH2:9][C:10]1[CH:15]=[C:14]([C:16]2[CH:21]=[CH:20][CH:19]=[C:18]([C:22]3[C:27]4[O:28][C:29]5[CH:34]=[CH:33][CH:32]=[CH:31][C:30]=5[C:26]=4[CH:25]=[CH:24][CH:23]=3)[CH:17]=2)[CH:13]=[CH:12][CH:11]=1)[CH3:7].Cl. Product: [CH:25]1[C:26]2[C:30]3[CH:31]=[CH:32][CH:33]=[CH:34][C:29]=3[O:28][C:27]=2[C:22]([C:18]2[CH:17]=[C:16]([CH:21]=[CH:20][CH:19]=2)[C:14]2[CH:13]=[CH:12][CH:11]=[C:10]([CH2:9][S:8][CH:6]([CH3:7])[C:5]([OH:35])=[O:4])[CH:15]=2)=[CH:23][CH:24]=1.